Dataset: Catalyst prediction with 721,799 reactions and 888 catalyst types from USPTO. Task: Predict which catalyst facilitates the given reaction. (1) Reactant: [F:1][C:2]1[CH:7]=[C:6]([F:8])[CH:5]=[C:4]([F:9])[C:3]=1[CH:10]([C:16]([O:18]CC)=O)[C:11]([O:13]CC)=O.C(N(CCCC)CCCC)CCC.[N:34]1[CH:39]=[CH:38][CH:37]=[CH:36][C:35]=1[C:40]([NH2:42])=[NH:41].[OH-].[Na+]. Product: [OH:13][C:11]1[C:10]([C:3]2[C:4]([F:9])=[CH:5][C:6]([F:8])=[CH:7][C:2]=2[F:1])=[C:16]([OH:18])[N:42]=[C:40]([C:35]2[CH:36]=[CH:37][CH:38]=[CH:39][N:34]=2)[N:41]=1. The catalyst class is: 97. (2) The catalyst class is: 22. Product: [C:21]([O:20][C:18](=[O:19])[N:7]([CH2:6][C:2]1[NH:1][CH:5]=[CH:4][N:3]=1)[CH2:8][C:9]1[CH:14]=[CH:13][C:12]([N+:15]([O-:17])=[O:16])=[CH:11][CH:10]=1)([CH3:24])([CH3:23])[CH3:22]. Reactant: [NH:1]1[CH:5]=[CH:4][N:3]=[C:2]1[CH2:6][NH:7][CH2:8][C:9]1[CH:14]=[CH:13][C:12]([N+:15]([O-:17])=[O:16])=[CH:11][CH:10]=1.[C:18](O[C:18]([O:20][C:21]([CH3:24])([CH3:23])[CH3:22])=[O:19])([O:20][C:21]([CH3:24])([CH3:23])[CH3:22])=[O:19]. (3) Reactant: [Cl:1][C:2]1[CH:10]=[CH:9][C:8](F)=[CH:7][C:3]=1[C:4]([NH2:6])=[O:5].C(=O)([O-])[O-].[K+].[K+].[N:18]1([C:24]([O:26][C:27]([CH3:30])([CH3:29])[CH3:28])=[O:25])[CH2:23][CH2:22][NH:21][CH2:20][CH2:19]1.O. Product: [C:4]([C:3]1[CH:7]=[C:8]([N:21]2[CH2:20][CH2:19][N:18]([C:24]([O:26][C:27]([CH3:30])([CH3:29])[CH3:28])=[O:25])[CH2:23][CH2:22]2)[CH:9]=[CH:10][C:2]=1[Cl:1])(=[O:5])[NH2:6]. The catalyst class is: 16. (4) Reactant: [Cl:1][C:2]1[N:7]=[CH:6][C:5]([C:8]([CH3:15])([CH3:14])[C:9]([O:11]CC)=[O:10])=[CH:4][CH:3]=1.[OH-].[Na+]. Product: [Cl:1][C:2]1[N:7]=[CH:6][C:5]([C:8]([CH3:15])([CH3:14])[C:9]([OH:11])=[O:10])=[CH:4][CH:3]=1. The catalyst class is: 8. (5) Reactant: [NH:1]1[CH:5]=[CH:4][N:3]=[C:2]1[CH2:6][N:7]([CH2:14][C:15]1[CH:23]=[CH:22][C:18]([C:19](O)=[O:20])=[CH:17][CH:16]=1)[CH2:8][C:9]1[NH:10][CH:11]=[CH:12][N:13]=1.C1CCC(N=C=NC2CCCCC2)CC1.C1C=CC2N(O)N=NC=2C=1.[CH2:49]([N:52]([CH2:59][CH2:60][CH3:61])[CH2:53][C:54]([CH3:58])([CH3:57])[CH2:55][NH2:56])[CH2:50][CH3:51]. Product: [NH:13]1[CH:12]=[CH:11][N:10]=[C:9]1[CH2:8][N:7]([CH2:14][C:15]1[CH:16]=[CH:17][C:18]([C:19]([NH:56][CH2:55][C:54]([CH3:57])([CH3:58])[CH2:53][N:52]([CH2:49][CH2:50][CH3:51])[CH2:59][CH2:60][CH3:61])=[O:20])=[CH:22][CH:23]=1)[CH2:6][C:2]1[NH:1][CH:5]=[CH:4][N:3]=1. The catalyst class is: 3. (6) Reactant: [C:1]([O:5][C:6]([NH:8][C@@H:9]([CH2:14][NH:15][C:16](=[O:26])[CH2:17][NH:18][C:19]1[S:20][C:21]([CH:24]=[O:25])=[CH:22][N:23]=1)[C:10]([O:12][CH3:13])=[O:11])=[O:7])([CH3:4])([CH3:3])[CH3:2].[BH4-].[Na+].FC(F)(F)C(O)=O. Product: [C:1]([O:5][C:6]([NH:8][C@@H:9]([CH2:14][NH:15][C:16](=[O:26])[CH2:17][NH:18][C:19]1[S:20][C:21]([CH2:24][OH:25])=[CH:22][N:23]=1)[C:10]([O:12][CH3:13])=[O:11])=[O:7])([CH3:4])([CH3:2])[CH3:3]. The catalyst class is: 5. (7) Reactant: [F:1][C:2]1[C:3]([O:11][C:12]2[CH:17]=[CH:16][CH:15]=[C:14]([CH:18]=O)[C:13]=2[O:20][CH3:21])=[C:4]([CH:7]=[CH:8][C:9]=1[CH3:10])[C:5]#[N:6].CN.[C:24]([BH3-])#[N:25].[Na+].[C:28]([OH:35])(=[O:34])/[CH:29]=[CH:30]/[C:31]([OH:33])=[O:32]. Product: [C:28]([OH:35])(=[O:34])/[CH:29]=[CH:30]/[C:31]([OH:33])=[O:32].[F:1][C:2]1[C:3]([O:11][C:12]2[CH:17]=[CH:16][CH:15]=[C:14]([CH2:18][NH:25][CH3:24])[C:13]=2[O:20][CH3:21])=[C:4]([CH:7]=[CH:8][C:9]=1[CH3:10])[C:5]#[N:6]. The catalyst class is: 404. (8) Reactant: [Cl:1][C:2]1[C:10]2[N:9]=[C:8]3[N:11]([C:15]4[C:16]([CH3:23])=[N:17][C:18]([O:21]C)=[CH:19][CH:20]=4)[CH2:12][CH2:13][CH2:14][N:7]3[C:6]=2[C:5]([CH:24]([O:29][CH:30]([F:32])[F:31])[C:25]([F:28])([F:27])[F:26])=[CH:4][CH:3]=1.[I-].[Na+].C[Si](Cl)(C)C. Product: [Cl:1][C:2]1[C:10]2[N:9]=[C:8]3[N:11]([C:15]4[CH:20]=[CH:19][C:18]([OH:21])=[N:17][C:16]=4[CH3:23])[CH2:12][CH2:13][CH2:14][N:7]3[C:6]=2[C:5]([CH:24]([O:29][CH:30]([F:31])[F:32])[C:25]([F:28])([F:27])[F:26])=[CH:4][CH:3]=1. The catalyst class is: 10.